From a dataset of TCR-epitope binding with 47,182 pairs between 192 epitopes and 23,139 TCRs. Binary Classification. Given a T-cell receptor sequence (or CDR3 region) and an epitope sequence, predict whether binding occurs between them. (1) The epitope is KAYNVTQAF. The TCR CDR3 sequence is CASSQDLSAGGAGELFF. Result: 1 (the TCR binds to the epitope). (2) The epitope is KLNVGDYFV. The TCR CDR3 sequence is CSVVSAFNYGYTF. Result: 1 (the TCR binds to the epitope). (3) The epitope is FPPTSFGPL. The TCR CDR3 sequence is CASDYLSGVTDTQYF. Result: 0 (the TCR does not bind to the epitope). (4) The epitope is ILGLPTQTV. The TCR CDR3 sequence is CASSPLEPNINQPQHF. Result: 0 (the TCR does not bind to the epitope). (5) The epitope is GLCTLVAML. The TCR CDR3 sequence is CASSLGKREEETQYF. Result: 1 (the TCR binds to the epitope). (6) The epitope is IYSKHTPINL. The TCR CDR3 sequence is CASSLDPAGNEQFF. Result: 0 (the TCR does not bind to the epitope).